Dataset: Retrosynthesis with 50K atom-mapped reactions and 10 reaction types from USPTO. Task: Predict the reactants needed to synthesize the given product. Given the product BrCCOc1ccc(-n2ccnc2)cc1, predict the reactants needed to synthesize it. The reactants are: BrCCBr.Oc1ccc(-n2ccnc2)cc1.